Dataset: Full USPTO retrosynthesis dataset with 1.9M reactions from patents (1976-2016). Task: Predict the reactants needed to synthesize the given product. Given the product [CH3:1][Si:2]([CH3:32])([CH3:33])[CH2:3][CH2:4][O:5][CH2:6][N:7]1[C:15]2[CH2:14][CH2:13][CH:12]([C:43]3[CH:42]=[N:41][N:40]([CH2:39][O:38][CH2:37][CH2:36][Si:35]([CH3:60])([CH3:59])[CH3:34])[CH:44]=3)[CH2:11][C:10]=2[C:9]([C:29]([OH:31])=[O:30])=[N:8]1, predict the reactants needed to synthesize it. The reactants are: [CH3:1][Si:2]([CH3:33])([CH3:32])[CH2:3][CH2:4][O:5][CH2:6][N:7]1[C:15]2[CH2:14][CH:13](C3C=NN(COCC[Si](C)(C)C)C=3)[CH2:12][CH2:11][C:10]=2[C:9]([C:29]([OH:31])=[O:30])=[N:8]1.[CH3:34][Si:35]([CH3:60])([CH3:59])[CH2:36][CH2:37][O:38][CH2:39][N:40]1[CH:44]=[C:43](C2CCC3NN=C(C(OCC)=O)C=3C2)[CH:42]=[N:41]1.